From a dataset of Forward reaction prediction with 1.9M reactions from USPTO patents (1976-2016). Predict the product of the given reaction. Given the reactants [NH2:1][C:2]1[CH:3]=[CH:4][C:5]([N+:11]([O-:13])=[O:12])=[C:6]([CH:10]=1)[C:7]([OH:9])=O.C([N:16]1[CH:20]=[CH:19][N:18]=C1)([N:16]1[CH:20]=[CH:19][N:18]=C1)=O.N1C=CN=C1C(N)=O.C(N)CN, predict the reaction product. The product is: [NH2:1][C:2]1[CH:3]=[CH:4][C:5]([N+:11]([O-:13])=[O:12])=[C:6]([CH:10]=1)[C:7]([NH:16][CH2:20][CH2:19][NH2:18])=[O:9].